From a dataset of Forward reaction prediction with 1.9M reactions from USPTO patents (1976-2016). Predict the product of the given reaction. (1) Given the reactants [NH2:1][C:2]1[C:3]([C:7]2[NH:23][C:10]3=[CH:11][C:12]4[C:13]([CH3:22])([CH3:21])[C:14](=[O:20])[N:15]([CH2:18][CH3:19])[C:16]=4[CH:17]=[C:9]3[N:8]=2)=[N:4][NH:5][CH:6]=1.[N:24]1[CH:29]=[CH:28][CH:27]=[CH:26][C:25]=1[C:30](O)=[O:31], predict the reaction product. The product is: [CH2:18]([N:15]1[C:16]2[CH:17]=[C:9]3[N:8]=[C:7]([C:3]4[C:2]([NH:1][C:30]([C:25]5[CH:26]=[CH:27][CH:28]=[CH:29][N:24]=5)=[O:31])=[CH:6][NH:5][N:4]=4)[NH:23][C:10]3=[CH:11][C:12]=2[C:13]([CH3:22])([CH3:21])[C:14]1=[O:20])[CH3:19]. (2) Given the reactants [CH3:1][C@@H:2]1[O:7][C@H:6]([CH3:8])[CH2:5][N:4]([C:9]2[C:16]([F:17])=[CH:15][C:14]([C:18]#[CH:19])=[CH:13][C:10]=2[CH:11]=[O:12])[CH2:3]1.Br[C:21]1[CH:22]=[N:23][CH:24]=[CH:25][CH:26]=1, predict the reaction product. The product is: [CH3:1][C@H:2]1[O:7][C@@H:6]([CH3:8])[CH2:5][N:4]([C:9]2[C:16]([F:17])=[CH:15][C:14]([C:18]#[C:19][C:21]3[CH:22]=[N:23][CH:24]=[CH:25][CH:26]=3)=[CH:13][C:10]=2[CH:11]=[O:12])[CH2:3]1. (3) The product is: [Cl:44][C:38]1[CH:39]=[C:40]([Cl:43])[CH:41]=[CH:42][C:37]=1[C@H:36]1[CH2:35][N:34]([CH:45]([CH3:47])[CH3:46])[CH2:33][C@@H:32]1[C:30]([N:27]1[CH2:28][CH2:29][N:24]([C:18]2[C:19]([F:23])=[CH:20][CH:21]=[CH:22][C:17]=2[C@@H:13]([NH:12][C:53](=[O:54])[CH2:52][CH2:51][N:50]([CH3:56])[CH3:49])[CH:14]([CH3:16])[CH3:15])[CH2:25][CH2:26]1)=[O:31]. Given the reactants C1C=CC2N(O)N=NC=2C=1.Cl.[NH2:12][C@H:13]([C:17]1[CH:22]=[CH:21][CH:20]=[C:19]([F:23])[C:18]=1[N:24]1[CH2:29][CH2:28][N:27]([C:30]([CH:32]2[CH:36]([C:37]3[CH:42]=[CH:41][C:40]([Cl:43])=[CH:39][C:38]=3[Cl:44])[CH2:35][N:34]([CH:45]([CH3:47])[CH3:46])[CH2:33]2)=[O:31])[CH2:26][CH2:25]1)[CH:14]([CH3:16])[CH3:15].Cl.[CH3:49][N:50]([CH3:56])[CH2:51][CH2:52][C:53](O)=[O:54].CCN(C(C)C)C(C)C.C(Cl)CCl, predict the reaction product. (4) Given the reactants [CH2:1]1[C:14]2[C:13]3[CH:12]=[CH:11][CH:10]=[CH:9][C:8]=3[NH:7][C:6]=2[C:5]([C:15]([O:17][CH:18]([CH3:20])[CH3:19])=[O:16])=[CH:4][NH:3][CH2:2]1.[C:21](Cl)(=[O:28])[C:22]1[CH:27]=[CH:26][CH:25]=[CH:24][CH:23]=1, predict the reaction product. The product is: [C:21]([N:3]1[CH2:2][CH2:1][C:14]2[C:13]3[CH:12]=[CH:11][CH:10]=[CH:9][C:8]=3[NH:7][C:6]=2[C:5]([C:15]([O:17][CH:18]([CH3:20])[CH3:19])=[O:16])=[CH:4]1)(=[O:28])[C:22]1[CH:27]=[CH:26][CH:25]=[CH:24][CH:23]=1.